Dataset: NCI-60 drug combinations with 297,098 pairs across 59 cell lines. Task: Regression. Given two drug SMILES strings and cell line genomic features, predict the synergy score measuring deviation from expected non-interaction effect. (1) Drug 1: C(=O)(N)NO. Synergy scores: CSS=-1.34, Synergy_ZIP=1.53, Synergy_Bliss=1.78, Synergy_Loewe=-2.50, Synergy_HSA=-2.06. Cell line: HOP-92. Drug 2: C1CN(P(=O)(OC1)NCCCl)CCCl. (2) Drug 1: CC1OCC2C(O1)C(C(C(O2)OC3C4COC(=O)C4C(C5=CC6=C(C=C35)OCO6)C7=CC(=C(C(=C7)OC)O)OC)O)O. Drug 2: CCC1(CC2CC(C3=C(CCN(C2)C1)C4=CC=CC=C4N3)(C5=C(C=C6C(=C5)C78CCN9C7C(C=CC9)(C(C(C8N6C)(C(=O)OC)O)OC(=O)C)CC)OC)C(=O)OC)O.OS(=O)(=O)O. Cell line: SNB-75. Synergy scores: CSS=37.4, Synergy_ZIP=-8.67, Synergy_Bliss=-2.88, Synergy_Loewe=-11.5, Synergy_HSA=-0.284. (3) Drug 2: CCN(CC)CCCC(C)NC1=C2C=C(C=CC2=NC3=C1C=CC(=C3)Cl)OC. Cell line: SK-OV-3. Drug 1: CCCS(=O)(=O)NC1=C(C(=C(C=C1)F)C(=O)C2=CNC3=C2C=C(C=N3)C4=CC=C(C=C4)Cl)F. Synergy scores: CSS=16.9, Synergy_ZIP=-2.92, Synergy_Bliss=7.42, Synergy_Loewe=-6.62, Synergy_HSA=6.01. (4) Drug 1: CS(=O)(=O)OCCCCOS(=O)(=O)C. Drug 2: CC1=C(C(=O)C2=C(C1=O)N3CC4C(C3(C2COC(=O)N)OC)N4)N. Cell line: 786-0. Synergy scores: CSS=38.9, Synergy_ZIP=-3.80, Synergy_Bliss=-0.558, Synergy_Loewe=-12.7, Synergy_HSA=1.91. (5) Drug 1: COC1=C(C=C2C(=C1)N=CN=C2NC3=CC(=C(C=C3)F)Cl)OCCCN4CCOCC4. Drug 2: CC1C(C(CC(O1)OC2CC(CC3=C2C(=C4C(=C3O)C(=O)C5=CC=CC=C5C4=O)O)(C(=O)C)O)N)O. Cell line: RXF 393. Synergy scores: CSS=46.4, Synergy_ZIP=-2.68, Synergy_Bliss=-3.38, Synergy_Loewe=-21.7, Synergy_HSA=-0.562. (6) Drug 1: C1CCC(C1)C(CC#N)N2C=C(C=N2)C3=C4C=CNC4=NC=N3. Drug 2: CC12CCC3C(C1CCC2OP(=O)(O)O)CCC4=C3C=CC(=C4)OC(=O)N(CCCl)CCCl.[Na+]. Synergy scores: CSS=2.58, Synergy_ZIP=-2.65, Synergy_Bliss=-3.12, Synergy_Loewe=-2.36, Synergy_HSA=-2.32. Cell line: SF-295. (7) Drug 1: CC1=CC2C(CCC3(C2CCC3(C(=O)C)OC(=O)C)C)C4(C1=CC(=O)CC4)C. Drug 2: CC1=C(C(=CC=C1)Cl)NC(=O)C2=CN=C(S2)NC3=CC(=NC(=N3)C)N4CCN(CC4)CCO. Cell line: ACHN. Synergy scores: CSS=22.7, Synergy_ZIP=4.48, Synergy_Bliss=5.70, Synergy_Loewe=-30.3, Synergy_HSA=1.00. (8) Synergy scores: CSS=13.1, Synergy_ZIP=-0.257, Synergy_Bliss=1.11, Synergy_Loewe=-3.25, Synergy_HSA=-3.11. Drug 2: CCCCC(=O)OCC(=O)C1(CC(C2=C(C1)C(=C3C(=C2O)C(=O)C4=C(C3=O)C=CC=C4OC)O)OC5CC(C(C(O5)C)O)NC(=O)C(F)(F)F)O. Cell line: OVCAR-4. Drug 1: C1=NC2=C(N=C(N=C2N1C3C(C(C(O3)CO)O)F)Cl)N.